Dataset: Human liver microsome stability data. Task: Regression/Classification. Given a drug SMILES string, predict its absorption, distribution, metabolism, or excretion properties. Task type varies by dataset: regression for continuous measurements (e.g., permeability, clearance, half-life) or binary classification for categorical outcomes (e.g., BBB penetration, CYP inhibition). Dataset: hlm. (1) The molecule is COc1cc2c(cnc3[nH]nc(C4CC4)c32)cc1-c1c(F)ccc(NS(=O)(=O)CCCF)c1Cl. The result is 0 (unstable in human liver microsomes). (2) The compound is COc1cc2ccc(Br)cc2cc1[C@@H](c1ccnc(OC)c1OC)[C@@](O)(CCN(C)C)c1ccc2occc2c1. The result is 0 (unstable in human liver microsomes). (3) The molecule is CC(C)CCn1c(=O)c(C2=NS(=O)(=O)c3cc(NS(C)(=O)=O)ccc3N2)c(O)c2cc(F)cn21. The result is 0 (unstable in human liver microsomes). (4) The molecule is CCOc1cc2ncc(C#N)c(Nc3ccc(OCc4cccc(F)c4)c(Cl)c3)c2cc1NC(=O)CC1CCSS1. The result is 0 (unstable in human liver microsomes). (5) The result is 1 (stable in human liver microsomes). The compound is O=C(CN1CCC(N2C(=O)OCc3cc(F)ccc32)CC1)Nc1ccc2ncccc2c1. (6) The drug is CC(C)[C@]1(C(=O)N2C[C@@H]3C[C@H]2CN3C(=O)C2CC2)CC[C@@H](NC2CCOCC2)C1. The result is 0 (unstable in human liver microsomes). (7) The drug is CC1=C2C[C@H]3[C@@H](CC[C@@H]4C[C@@H](n5ccnn5)CC[C@@]43C)[C@@H]2CC[C@@]2(C1)O[C@@H]1C[C@H](C)CN[C@H]1[C@H]2C. The result is 0 (unstable in human liver microsomes).